Dataset: Catalyst prediction with 721,799 reactions and 888 catalyst types from USPTO. Task: Predict which catalyst facilitates the given reaction. (1) Reactant: [Cl-].[CH3:2][O:3][CH2:4][N+:5]1([CH3:10])[CH2:9][CH2:8][CH2:7][CH2:6]1.[F:11][C:12]([F:18])([F:17])[S:13]([OH:16])(=[O:15])=[O:14]. Product: [F:11][C:12]([F:18])([F:17])[S:13]([O-:16])(=[O:15])=[O:14].[CH3:2][O:3][CH2:4][N+:5]1([CH3:10])[CH2:9][CH2:8][CH2:7][CH2:6]1. The catalyst class is: 22. (2) Reactant: [C:1]1([C:7]2[C:15]3[N:11]([CH:12]=[CH:13][C:14]=3[C:16]([OH:18])=O)[CH:10]=[CH:9][CH:8]=2)[CH:6]=[CH:5][CH:4]=[CH:3][CH:2]=1.Cl.CN(C)CCCN=C=NCC.O.ON1C2C=CC=CC=2N=N1.[Cl:42][C:43]1[CH:44]=[C:45]([N:49]2[CH2:54][CH2:53][NH:52][CH2:51][CH2:50]2)[CH:46]=[CH:47][CH:48]=1. Product: [Cl:42][C:43]1[CH:44]=[C:45]([N:49]2[CH2:54][CH2:53][N:52]([C:16]([C:14]3[CH:13]=[CH:12][N:11]4[C:15]=3[C:7]([C:1]3[CH:2]=[CH:3][CH:4]=[CH:5][CH:6]=3)=[CH:8][CH:9]=[CH:10]4)=[O:18])[CH2:51][CH2:50]2)[CH:46]=[CH:47][CH:48]=1. The catalyst class is: 4.